This data is from TCR-epitope binding with 47,182 pairs between 192 epitopes and 23,139 TCRs. The task is: Binary Classification. Given a T-cell receptor sequence (or CDR3 region) and an epitope sequence, predict whether binding occurs between them. The epitope is GTSGSPIIDK. The TCR CDR3 sequence is CATSRDRGISNYGYTF. Result: 1 (the TCR binds to the epitope).